This data is from Reaction yield outcomes from USPTO patents with 853,638 reactions. The task is: Predict the reaction yield, written as a fraction of the theoretical maximum amount of product (1.0 means a 100% yield; for example, 0.34 means a 34% yield). The reactants are [NH:1]1[CH2:6][CH2:5][O:4][CH2:3][CH2:2]1.[C:7]1([C:13]([C:21]2[CH:26]=[CH:25][CH:24]=[CH:23][CH:22]=2)([C:15]2[CH:20]=[CH:19][CH:18]=[CH:17][CH:16]=2)Cl)[CH:12]=[CH:11][CH:10]=[CH:9][CH:8]=1.C(=O)([O-])[O-].[K+].[K+].C(=O)([O-])O.[Na+]. The catalyst is C(OCC)(=O)C.CN(C)C=O. The product is [C:7]1([C:13]([C:15]2[CH:16]=[CH:17][CH:18]=[CH:19][CH:20]=2)([C:21]2[CH:22]=[CH:23][CH:24]=[CH:25][CH:26]=2)[N:1]2[CH2:6][CH2:5][O:4][CH2:3][CH2:2]2)[CH:8]=[CH:9][CH:10]=[CH:11][CH:12]=1. The yield is 0.710.